Dataset: Forward reaction prediction with 1.9M reactions from USPTO patents (1976-2016). Task: Predict the product of the given reaction. Given the reactants FC(F)(F)C(O)=O.[CH3:8][S:9]([C:12]1[CH:33]=[CH:32][C:15]([O:16][C:17]2[N:22]=[CH:21][N:20]=[C:19]3[N:23]([CH:26]4[CH2:31][CH2:30][NH:29][CH2:28][CH2:27]4)[N:24]=[CH:25][C:18]=23)=[CH:14][CH:13]=1)(=[O:11])=[O:10].Cl[C:35]([O:37][CH2:38][CH:39]([CH3:41])[CH3:40])=[O:36], predict the reaction product. The product is: [CH2:38]([O:37][C:35]([N:29]1[CH2:28][CH2:27][CH:26]([N:23]2[C:19]3=[N:20][CH:21]=[N:22][C:17]([O:16][C:15]4[CH:14]=[CH:13][C:12]([S:9]([CH3:8])(=[O:11])=[O:10])=[CH:33][CH:32]=4)=[C:18]3[CH:25]=[N:24]2)[CH2:31][CH2:30]1)=[O:36])[CH:39]([CH3:41])[CH3:40].